The task is: Predict the reactants needed to synthesize the given product.. This data is from Full USPTO retrosynthesis dataset with 1.9M reactions from patents (1976-2016). (1) The reactants are: [NH2:1][C:2]1[C:7]([F:8])=[C:6]([Cl:9])[CH:5]=[CH:4][C:3]=1[C:10](=O)[CH2:11]Cl.[C:14]1([CH3:20])C=CC=C[CH:15]=1. Given the product [Cl:9][C:6]1[C:7]([F:8])=[C:2]2[C:3]([CH:10]=[C:11]([CH:20]3[CH2:14][CH2:15]3)[NH:1]2)=[CH:4][CH:5]=1, predict the reactants needed to synthesize it. (2) Given the product [NH2:13][C:9]1[CH:8]=[C:7]([O:6][C:5]2[CH:14]=[CH:15][C:2]([NH:1][C:55](=[O:54])[CH2:56][C:59]([NH:31][C:35]3[CH:36]=[CH:37][C:38]([F:24])=[CH:39][CH:34]=3)=[O:60])=[C:3]([CH3:16])[CH:4]=2)[CH:12]=[CH:11][N:10]=1, predict the reactants needed to synthesize it. The reactants are: [NH2:1][C:2]1[CH:15]=[CH:14][C:5]([O:6][C:7]2[CH:12]=[CH:11][N:10]=[C:9]([NH2:13])[CH:8]=2)=[CH:4][C:3]=1[CH3:16].C(N(CC)CC)C.[F:24][P-](F)(F)(F)(F)F.[N:31]1(O[P+](N(C)C)(N(C)C)N(C)C)[C:35]2[CH:36]=[CH:37][CH:38]=[CH:39][C:34]=2N=N1.C([O:54][CH2:55][CH3:56])(=O)C.CN(C)[CH:59]=[O:60]. (3) The reactants are: CC1(C)COB([C:8]2[CH:9]=[C:10]([C:14]3[CH:18]=[CH:17][N:16]([CH3:19])[N:15]=3)[CH:11]=[CH:12][CH:13]=2)OC1.Br[C:22]1[N:26]2[N:27]=[CH:28][C:29]([C:31]([F:34])([F:33])[F:32])=[N:30][C:25]2=[N:24][CH:23]=1.C(=O)([O-])[O-].[Na+].[Na+]. Given the product [CH3:19][N:16]1[CH:17]=[CH:18][C:14]([C:10]2[CH:9]=[C:8]([C:22]3[N:26]4[N:27]=[CH:28][C:29]([C:31]([F:32])([F:33])[F:34])=[N:30][C:25]4=[N:24][CH:23]=3)[CH:13]=[CH:12][CH:11]=2)=[N:15]1, predict the reactants needed to synthesize it. (4) Given the product [Br:13][C:14]1[C:18]([C:2](=[O:8])[C:3]([O:5][CH2:6][CH3:7])=[O:4])=[C:17]([CH3:19])[S:16][C:15]=1[CH3:20], predict the reactants needed to synthesize it. The reactants are: Cl[C:2](=[O:8])[C:3]([O:5][CH2:6][CH3:7])=[O:4].[Cl-].[Al+3].[Cl-].[Cl-].[Br:13][C:14]1[CH:18]=[C:17]([CH3:19])[S:16][C:15]=1[CH3:20].O.